Dataset: Full USPTO retrosynthesis dataset with 1.9M reactions from patents (1976-2016). Task: Predict the reactants needed to synthesize the given product. (1) Given the product [ClH:42].[CH:1]([O:4][C:5]1[CH:41]=[CH:40][C:8]2[CH2:9][CH2:10][CH2:11][CH:12]([NH:14][CH2:15][C@H:16]([OH:25])[CH2:17][O:18][C:19]3[CH:24]=[CH:23][CH:22]=[CH:21][CH:20]=3)[CH2:13][C:7]=2[CH:6]=1)([CH3:3])[CH3:2], predict the reactants needed to synthesize it. The reactants are: [CH:1]([O:4][C:5]1[CH:41]=[CH:40][C:8]2[CH2:9][CH2:10][CH2:11][CH:12]([N:14](C(OC(C)(C)C)=O)[CH2:15][C@H:16]([O:25][Si](CC)(CC)CC)[CH2:17][O:18][C:19]3[CH:24]=[CH:23][CH:22]=[CH:21][CH:20]=3)[CH2:13][C:7]=2[CH:6]=1)([CH3:3])[CH3:2].[ClH:42]. (2) Given the product [CH2:18]([N:10]1[CH2:11][CH2:12][C:8]([C:4]2[CH:5]=[CH:6][CH:7]=[C:2]([Cl:1])[C:3]=2[F:15])([O:13][CH3:14])[CH2:9]1)[C:19]1[CH:24]=[CH:23][CH:22]=[CH:21][CH:20]=1, predict the reactants needed to synthesize it. The reactants are: [Cl:1][C:2]1[C:3]([F:15])=[C:4]([C:8]2([O:13][CH3:14])[CH2:12][CH2:11][NH:10][CH2:9]2)[CH:5]=[CH:6][CH:7]=1.[H-].[Na+].[CH2:18](Br)[C:19]1[CH:24]=[CH:23][CH:22]=[CH:21][CH:20]=1.